This data is from Catalyst prediction with 721,799 reactions and 888 catalyst types from USPTO. The task is: Predict which catalyst facilitates the given reaction. (1) Reactant: Cl[CH2:2][C:3]([N:5]([CH2:10][C:11]1([OH:24])[CH2:16][CH2:15][N:14]([C:17]([O:19][C:20]([CH3:23])([CH3:22])[CH3:21])=[O:18])[CH2:13][CH2:12]1)[C:6]1([CH3:9])[CH2:8][CH2:7]1)=[O:4].[H-].[Na+]. Product: [CH3:9][C:6]1([N:5]2[CH2:10][C:11]3([CH2:16][CH2:15][N:14]([C:17]([O:19][C:20]([CH3:23])([CH3:22])[CH3:21])=[O:18])[CH2:13][CH2:12]3)[O:24][CH2:2][C:3]2=[O:4])[CH2:8][CH2:7]1. The catalyst class is: 7. (2) Reactant: [OH:1][C:2]1[CH:7]=[CH:6][C:5]([C:8]2[N:13]=[CH:12][C:11]([N:14]3[CH2:19][CH2:18][CH:17]([C:20]([O:22][CH2:23][CH3:24])=[O:21])[CH2:16][CH2:15]3)=[CH:10][N:9]=2)=[CH:4][CH:3]=1.C(=O)([O-])[O-].[K+].[K+].CC1C=CC(S(O[CH2:42][CH2:43][CH2:44][CH2:45][CH2:46][C:47]([O:50][CH3:51])([CH3:49])[CH3:48])(=O)=O)=CC=1. Product: [CH3:51][O:50][C:47]([CH3:49])([CH3:48])[CH2:46][CH2:45][CH2:44][CH2:43][CH2:42][O:1][C:2]1[CH:7]=[CH:6][C:5]([C:8]2[N:13]=[CH:12][C:11]([N:14]3[CH2:19][CH2:18][CH:17]([C:20]([O:22][CH2:23][CH3:24])=[O:21])[CH2:16][CH2:15]3)=[CH:10][N:9]=2)=[CH:4][CH:3]=1. The catalyst class is: 3. (3) Reactant: C[O:2][C:3](=[O:22])[C:4]1[CH:9]=[CH:8][C:7]([CH:10]([NH:12]C(=O)C(F)(F)F)[CH3:11])=[C:6]([N+:19]([O-:21])=[O:20])[CH:5]=1.[OH-].[Na+].Cl. Product: [NH2:12][CH:10]([C:7]1[CH:8]=[CH:9][C:4]([C:3]([OH:22])=[O:2])=[CH:5][C:6]=1[N+:19]([O-:21])=[O:20])[CH3:11]. The catalyst class is: 14. (4) Reactant: Cl.[CH3:2][O:3][C:4](=[O:9])[C@@H:5]([CH2:7][OH:8])[NH2:6].CCN(CC)CC.Cl[C:18]([C:31]1[CH:36]=[CH:35][CH:34]=[CH:33][CH:32]=1)([C:25]1[CH:30]=[CH:29][CH:28]=[CH:27][CH:26]=1)[C:19]1[CH:24]=[CH:23][CH:22]=[CH:21][CH:20]=1. Product: [OH:8][CH2:7][C@@H:5]([NH:6][C:18]([C:19]1[CH:24]=[CH:23][CH:22]=[CH:21][CH:20]=1)([C:31]1[CH:32]=[CH:33][CH:34]=[CH:35][CH:36]=1)[C:25]1[CH:26]=[CH:27][CH:28]=[CH:29][CH:30]=1)[C:4]([O:3][CH3:2])=[O:9]. The catalyst class is: 2. (5) Product: [C:1]([C:4]1[C:9]([C:10]2[CH:11]=[CH:12][CH:40]=[CH:14][CH:15]=2)=[N:8][N:7]([CH2:16][CH3:17])[C:6](=[O:19])[C:5]=1[NH:20][C:30]1[C:39]2[C:34](=[CH:35][CH:36]=[CH:37][CH:38]=2)[CH:33]=[N:32][CH:31]=1)(=[O:3])[CH3:2]. The catalyst class is: 12. Reactant: [C:1]([C:4]1[C:9]([C:10]2[CH:15]=[CH:14]N=[CH:12][CH:11]=2)=[N:8][N:7]([CH2:16][CH2:17]O)[C:6](=[O:19])[C:5]=1[NH:20]C1C=C(C=CC=1)C#N)(=[O:3])[CH3:2].Br[C:30]1[C:39]2[C:34](=[CH:35][CH:36]=[CH:37][CH:38]=2)[CH:33]=[N:32][CH:31]=1.[CH3:40]NCCNC.C(=O)([O-])[O-].[K+].[K+].